From a dataset of Reaction yield outcomes from USPTO patents with 853,638 reactions. Predict the reaction yield, written as a fraction of the theoretical maximum amount of product (1.0 means a 100% yield; for example, 0.34 means a 34% yield). (1) The reactants are [F:1][C:2]1[CH:32]=[C:31]([F:33])[CH:30]=[CH:29][C:3]=1[CH2:4][N:5]1[C:14]2[C:9](=[CH:10][C:11]([C:17]3[CH:22]=[CH:21][C:20]([C:23]([F:26])([F:25])[F:24])=[C:19]([F:27])[CH:18]=3)=[C:12]([O:15][CH3:16])[CH:13]=2)[CH2:8][CH2:7][C:6]1=[O:28].C([Li])CCC.CCCCCC.Br[CH2:46][C:47]([O:49][C:50]([CH3:53])([CH3:52])[CH3:51])=[O:48]. The catalyst is O1CCCC1. The product is [F:1][C:2]1[CH:32]=[C:31]([F:33])[CH:30]=[CH:29][C:3]=1[CH2:4][N:5]1[C:14]2[C:9](=[CH:10][C:11]([C:17]3[CH:22]=[CH:21][C:20]([C:23]([F:26])([F:24])[F:25])=[C:19]([F:27])[CH:18]=3)=[C:12]([O:15][CH3:16])[CH:13]=2)[CH2:8][CH:7]([CH2:46][C:47]([O:49][C:50]([CH3:53])([CH3:52])[CH3:51])=[O:48])[C:6]1=[O:28]. The yield is 0.670. (2) The reactants are [C:1]([O:5][C:6](=[O:22])[NH:7][CH2:8][CH2:9][O:10][C:11]1[CH:16]=[CH:15][C:14]([CH2:17][CH2:18][CH2:19][CH2:20][NH2:21])=[CH:13][CH:12]=1)([CH3:4])([CH3:3])[CH3:2].I.[NH2:24][C:25]1[C:26]([C:33]([NH:35][C:36](=[NH:39])SC)=[O:34])=[N:27][C:28]([Cl:32])=[C:29]([NH2:31])[N:30]=1.C(N(CC)CC)C. The catalyst is C1COCC1. The product is [C:1]([O:5][C:6](=[O:22])[NH:7][CH2:8][CH2:9][O:10][C:11]1[CH:16]=[CH:15][C:14]([CH2:17][CH2:18][CH2:19][CH2:20][NH:21][C:36]([NH2:39])=[N:35][C:33]([C:26]2[C:25]([NH2:24])=[N:30][C:29]([NH2:31])=[C:28]([Cl:32])[N:27]=2)=[O:34])=[CH:13][CH:12]=1)([CH3:4])([CH3:2])[CH3:3]. The yield is 0.920.